This data is from Peptide-MHC class II binding affinity with 134,281 pairs from IEDB. The task is: Regression. Given a peptide amino acid sequence and an MHC pseudo amino acid sequence, predict their binding affinity value. This is MHC class II binding data. (1) The peptide sequence is ERGPPGPQGARGFPGT. The MHC is HLA-DQA10302-DQB10401 with pseudo-sequence HLA-DQA10303-DQB10402. The binding affinity (normalized) is 0. (2) The peptide sequence is KGIHTVFGSAFQGLF. The MHC is DRB1_1101 with pseudo-sequence DRB1_1101. The binding affinity (normalized) is 0.